Dataset: Reaction yield outcomes from USPTO patents with 853,638 reactions. Task: Predict the reaction yield, written as a fraction of the theoretical maximum amount of product (1.0 means a 100% yield; for example, 0.34 means a 34% yield). (1) The reactants are O1CCCC1.Br[C:7]1[CH:8]=[N:9][CH:10]=[C:11]([Br:13])[CH:12]=1.C([Mg]Cl)(C)C.[CH2:19]([O:21][C:22]1[CH:29]=[CH:28][C:25]([CH:26]=[O:27])=[CH:24][CH:23]=1)[CH3:20]. The catalyst is O. The product is [Br:13][C:11]1[CH:12]=[C:7]([CH:26]([C:25]2[CH:28]=[CH:29][C:22]([O:21][CH2:19][CH3:20])=[CH:23][CH:24]=2)[OH:27])[CH:8]=[N:9][CH:10]=1. The yield is 0.770. (2) The reactants are [CH:1]([N:4]([C:8]1[CH:13]=[CH:12][C:11]2[O:14][CH2:15][CH2:16][O:17][C:10]=2[CH:9]=1)[C:5]([NH2:7])=[O:6])([CH3:3])[CH3:2].[O:18]1[C:23]2[CH:24]=[CH:25][C:26]([CH:28]=O)=[CH:27][C:22]=2[O:21][CH2:20][CH2:19]1. No catalyst specified. The yield is 0.140. The product is [CH:1]([N:4]1[C:8]2[C:13](=[CH:12][C:11]3[O:14][CH2:15][CH2:16][O:17][C:10]=3[CH:9]=2)[CH:28]([C:26]2[CH:25]=[CH:24][C:23]3[O:18][CH2:19][CH2:20][O:21][C:22]=3[CH:27]=2)[NH:7][C:5]1=[O:6])([CH3:3])[CH3:2].